This data is from Full USPTO retrosynthesis dataset with 1.9M reactions from patents (1976-2016). The task is: Predict the reactants needed to synthesize the given product. (1) Given the product [Cl:1][C:2]1[CH:7]=[C:6]2[NH:8][C:9](=[O:33])[C:10]3([CH:15]([C:16]4[CH:21]=[CH:20][CH:19]=[C:18]([Cl:22])[CH:17]=4)[CH2:14][CH2:13][NH:12][CH:11]3[C:24]3[CH:29]=[C:28]([F:30])[CH:27]=[CH:26][C:25]=3[O:31][CH3:32])[C:5]2=[CH:4][CH:3]=1, predict the reactants needed to synthesize it. The reactants are: [Cl:1][C:2]1[CH:7]=[C:6]2[NH:8][C:9](=[O:33])[C:10]3([CH:15]([C:16]4[CH:21]=[CH:20][CH:19]=[C:18]([Cl:22])[CH:17]=4)[CH2:14][C:13](=O)[NH:12][CH:11]3[C:24]3[CH:29]=[C:28]([F:30])[CH:27]=[CH:26][C:25]=3[O:31][CH3:32])[C:5]2=[CH:4][CH:3]=1.[BH4-].[Na+]. (2) Given the product [CH:4]([C:3]1[CH:6]=[C:7]([O:10][CH2:11][CH2:29][CH3:30])[CH:8]=[CH:9][C:2]=1[C:18]1[CH:19]=[CH:20][C:15]([O:14][C:13]([F:25])([F:24])[F:12])=[CH:16][CH:17]=1)=[O:5], predict the reactants needed to synthesize it. The reactants are: Br[C:2]1[CH:9]=[CH:8][C:7]([O:10][CH3:11])=[CH:6][C:3]=1[CH:4]=[O:5].[F:12][C:13]([F:25])([F:24])[O:14][C:15]1[CH:20]=[CH:19][C:18](B(O)O)=[CH:17][CH:16]=1.FC(F)(F)O[C:29]1C=CC(Br)=C[CH:30]=1.